From a dataset of Forward reaction prediction with 1.9M reactions from USPTO patents (1976-2016). Predict the product of the given reaction. Given the reactants [Br:1][C:2]1[CH:7]=[CH:6][C:5]([C@H:8]2[CH2:10][C@H:9]2[C:11](N2C=CN=C2)=[O:12])=[CH:4][CH:3]=1.[CH3:18][C@@H:19]1[C@H:23]([C:24]2[CH:29]=[CH:28][CH:27]=[CH:26][CH:25]=2)[O:22][C:21](=[O:30])[NH:20]1.C1CCN2C(=NCCC2)CC1, predict the reaction product. The product is: [Br:1][C:2]1[CH:3]=[CH:4][C:5]([CH:8]2[CH2:10][CH:9]2[C:11]([N:20]2[C@@H:19]([CH3:18])[C@@H:23]([C:24]3[CH:29]=[CH:28][CH:27]=[CH:26][CH:25]=3)[O:22][C:21]2=[O:30])=[O:12])=[CH:6][CH:7]=1.